This data is from Full USPTO retrosynthesis dataset with 1.9M reactions from patents (1976-2016). The task is: Predict the reactants needed to synthesize the given product. (1) Given the product [CH:1]([O:4][C:5]([N:7]1[C:16]2[C:11](=[N:12][C:13]([C:17]([F:19])([F:20])[F:18])=[CH:14][CH:15]=2)[C@H:10]([N:21]([CH2:27][C:28]2[CH:33]=[C:32]([C:34]([F:37])([F:36])[F:35])[CH:31]=[C:30]([C:38]([F:39])([F:40])[F:41])[CH:29]=2)[C:22]2[N:23]=[N:24][N:25]([CH3:47])[N:26]=2)[CH2:9][C@@H:8]1[CH:42]1[CH2:43][CH2:44]1)=[O:6])([CH3:3])[CH3:2], predict the reactants needed to synthesize it. The reactants are: [CH:1]([O:4][C:5]([N:7]1[C:16]2[C:11](=[N:12][C:13]([C:17]([F:20])([F:19])[F:18])=[CH:14][CH:15]=2)[C@H:10]([N:21]([CH2:27][C:28]2[CH:33]=[C:32]([C:34]([F:37])([F:36])[F:35])[CH:31]=[C:30]([C:38]([F:41])([F:40])[F:39])[CH:29]=2)[C:22]2[N:23]=[N:24][NH:25][N:26]=2)[CH2:9][C@@H:8]1[CH:42]1[CH2:44][CH2:43]1)=[O:6])([CH3:3])[CH3:2].CO.[C:47]1(P(C2C=CC=CC=2)C2C=CC=CC=2)C=CC=CC=1.N(C(OCC)=O)=NC(OCC)=O. (2) The reactants are: [CH2:1]([C:3]1[N:7]([C:8]2[C:9]([CH3:18])=[C:10]([CH:15]=[CH:16][CH:17]=2)[C:11](OC)=[O:12])[C:6]2[CH:19]=[C:20]([F:23])[CH:21]=[CH:22][C:5]=2[N:4]=1)[CH3:2].[H-].[Al+3].[Li+].[H-].[H-].[H-].O.O.O.O.O.O.O.O.O.O.[O-]S([O-])(=O)=O.[Na+].[Na+].C(OCC)(=O)C. Given the product [CH2:1]([C:3]1[N:7]([C:8]2[C:9]([CH3:18])=[C:10]([CH2:11][OH:12])[CH:15]=[CH:16][CH:17]=2)[C:6]2[CH:19]=[C:20]([F:23])[CH:21]=[CH:22][C:5]=2[N:4]=1)[CH3:2], predict the reactants needed to synthesize it. (3) Given the product [C:13]([O:17][C:18]([N:20]1[CH2:25][CH2:24][C:23]2[N:26]=[C:27]([CH:29]=[O:3])[O:28][C:22]=2[CH2:21]1)=[O:19])([CH3:14])([CH3:15])[CH3:16], predict the reactants needed to synthesize it. The reactants are: CC(C)=[O:3].C[N+]1([O-])CCOCC1.[C:13]([O:17][C:18]([N:20]1[CH2:25][CH2:24][C:23]2[N:26]=[C:27](/[CH:29]=C/C3C=CC=CC=3)[O:28][C:22]=2[CH2:21]1)=[O:19])([CH3:16])([CH3:15])[CH3:14].S([O-])([O-])(=O)=S.[Na+].[Na+]. (4) The reactants are: [C:9](O[C:9]([O:11][C:12]([CH3:15])([CH3:14])[CH3:13])=[O:10])([O:11][C:12]([CH3:15])([CH3:14])[CH3:13])=[O:10].[CH3:16][C:17]1[CH:25]=[CH:24][CH:23]=[C:22]2[C:18]=1[CH:19]=[C:20]([C:26]([O:28][CH3:29])=[O:27])[NH:21]2. Given the product [C:12]([O:11][C:9]([N:21]1[C:22]2[C:18](=[C:17]([CH3:16])[CH:25]=[CH:24][CH:23]=2)[CH:19]=[C:20]1[C:26]([O:28][CH3:29])=[O:27])=[O:10])([CH3:13])([CH3:14])[CH3:15], predict the reactants needed to synthesize it. (5) The reactants are: [F:1][C:2]([F:36])([F:35])[C:3]1[CH:4]=[C:5]([C:13]([CH3:34])([CH3:33])[C:14]([N:16]([C:18]2[CH:19]=[N:20][C:21](Cl)=[CH:22][C:23]=2[C:24]2[CH:29]=[CH:28][C:27]([F:30])=[CH:26][C:25]=2[CH3:31])[CH3:17])=[O:15])[CH:6]=[C:7]([C:9]([F:12])([F:11])[F:10])[CH:8]=1.[S:37]1[CH2:41][CH2:40][NH:39][CH2:38]1. Given the product [F:1][C:2]([F:36])([F:35])[C:3]1[CH:4]=[C:5]([C:13]([CH3:34])([CH3:33])[C:14]([N:16]([C:18]2[CH:19]=[N:20][C:21]([N:39]3[CH2:40][CH2:41][S:37][CH2:38]3)=[CH:22][C:23]=2[C:24]2[CH:29]=[CH:28][C:27]([F:30])=[CH:26][C:25]=2[CH3:31])[CH3:17])=[O:15])[CH:6]=[C:7]([C:9]([F:12])([F:11])[F:10])[CH:8]=1, predict the reactants needed to synthesize it. (6) The reactants are: Cl[C:2]1[N:3]=[C:4]2[C:9](=[CH:10][CH:11]=1)[N:8]=[CH:7][C:6]1[CH:12]=[CH:13][C:14](=[O:27])[N:15]([C:16]3[CH:21]=[CH:20][C:19]([C:22]([CH3:26])([CH3:25])[C:23]#[N:24])=[CH:18][CH:17]=3)[C:5]2=1.[N:28]1[C:37]2[C:32](=[CH:33][CH:34]=[CH:35][CH:36]=2)[CH:31]=[C:30](OB(O)O)[CH:29]=1.C(=O)([O-])[O-].[Na+].[Na+]. Given the product [CH3:26][C:22]([C:19]1[CH:18]=[CH:17][C:16]([N:15]2[C:5]3[C:4]4[C:9](=[CH:10][CH:11]=[C:2]([C:30]5[CH:29]=[N:28][C:37]6[C:32]([CH:31]=5)=[CH:33][CH:34]=[CH:35][CH:36]=6)[N:3]=4)[N:8]=[CH:7][C:6]=3[CH:12]=[CH:13][C:14]2=[O:27])=[CH:21][CH:20]=1)([CH3:25])[C:23]#[N:24], predict the reactants needed to synthesize it. (7) Given the product [CH:1]([C:4]1[CH:10]=[CH:9][C:8]([N+:11]([O-:13])=[O:12])=[CH:7][C:5]=1[NH2:6])([CH3:3])[CH3:2], predict the reactants needed to synthesize it. The reactants are: [CH:1]([C:4]1[CH:10]=[CH:9][CH:8]=[CH:7][C:5]=1[NH2:6])([CH3:3])[CH3:2].[N+:11]([O-])([O-:13])=[O:12].[K+].[OH-].[Na+]. (8) Given the product [Cl-:1].[CH2:2]1[N+:5]2([CH2:9][CH2:8][CH2:7][CH2:6]2)[CH2:4][CH2:3]1, predict the reactants needed to synthesize it. The reactants are: [Cl:1][CH2:2][CH2:3][CH2:4][N:5]1[CH2:9][CH2:8][CH2:7][CH2:6]1.